Dataset: Reaction yield outcomes from USPTO patents with 853,638 reactions. Task: Predict the reaction yield, written as a fraction of the theoretical maximum amount of product (1.0 means a 100% yield; for example, 0.34 means a 34% yield). The reactants are C([O:3][C:4]1[CH2:9][CH2:8][CH:7]([CH2:10][CH2:11][CH2:12][O:13][C:14](=[O:29])[NH:15][C:16]2[C:17](=[O:28])[O:18][C:19]3[C:24]([CH:25]=2)=[CH:23][CH:22]=[C:21]([O:26][CH3:27])[CH:20]=3)[C:6](=[O:30])[CH:5]=1)C. The catalyst is C1COCC1.C(Cl)Cl.Cl.O. The product is [CH3:27][O:26][C:21]1[CH:20]=[C:19]2[C:24]([CH:25]=[C:16]([NH:15][C:14](=[O:29])[O:13][CH2:12][CH2:11][CH2:10][CH:7]3[CH2:8][CH2:9][C:4](=[O:3])[CH2:5][C:6]3=[O:30])[C:17](=[O:28])[O:18]2)=[CH:23][CH:22]=1. The yield is 0.594.